This data is from Catalyst prediction with 721,799 reactions and 888 catalyst types from USPTO. The task is: Predict which catalyst facilitates the given reaction. (1) Reactant: C[O:2][C:3](=O)[C:4]([CH3:17])([CH3:16])[CH:5]([OH:15])[C:6]1[CH:11]=[CH:10][CH:9]=[CH:8][C:7]=1[N+:12]([O-])=O.[H][H]. Product: [OH:15][CH:5]1[C:6]2[C:7](=[CH:8][CH:9]=[CH:10][CH:11]=2)[NH:12][C:3](=[O:2])[C:4]1([CH3:17])[CH3:16]. The catalyst class is: 43. (2) Reactant: [H-].[Na+].[F:3][C:4]([F:13])([F:12])[C:5]1[C:9]([C:10]#[N:11])=[CH:8][NH:7][N:6]=1.Br[CH2:15][C:16]([NH:18][C:19]1[S:23][C:22]2[CH2:24][CH2:25][CH2:26][CH2:27][C:21]=2[C:20]=1[C:28]([NH2:30])=[O:29])=[O:17].O. Product: [C:10]([C:9]1[C:5]([C:4]([F:3])([F:12])[F:13])=[N:6][N:7]([CH2:15][C:16]([NH:18][C:19]2[S:23][C:22]3[CH2:24][CH2:25][CH2:26][CH2:27][C:21]=3[C:20]=2[C:28]([NH2:30])=[O:29])=[O:17])[CH:8]=1)#[N:11]. The catalyst class is: 3. (3) Reactant: [CH:1]1([OH:6])[CH2:5][CH2:4][CH2:3][CH2:2]1.[H-].[Na+].Br[C:10]1[N:18]([CH2:19][C:20]2[CH:25]=[CH:24][C:23]([Cl:26])=[CH:22][CH:21]=2)[C:17]2[C:16](=[O:27])[N:15]([CH2:28][CH2:29][CH2:30][O:31][Si:32]([C:35]([CH3:38])([CH3:37])[CH3:36])([CH3:34])[CH3:33])[C:14](=[O:39])[N:13]([CH3:40])[C:12]=2[N:11]=1. Product: [Si:32]([O:31][CH2:30][CH2:29][CH2:28][N:15]1[C:16](=[O:27])[C:17]2[N:18]([CH2:19][C:20]3[CH:21]=[CH:22][C:23]([Cl:26])=[CH:24][CH:25]=3)[C:10]([O:6][CH:1]3[CH2:5][CH2:4][CH2:3][CH2:2]3)=[N:11][C:12]=2[N:13]([CH3:40])[C:14]1=[O:39])([C:35]([CH3:36])([CH3:37])[CH3:38])([CH3:33])[CH3:34]. The catalyst class is: 20.